From a dataset of Reaction yield outcomes from USPTO patents with 853,638 reactions. Predict the reaction yield, written as a fraction of the theoretical maximum amount of product (1.0 means a 100% yield; for example, 0.34 means a 34% yield). (1) The reactants are [Li]CCCC.CN(CCN(C)C)C.[Cl:14][C:15]1[N:20]=[CH:19][C:18]([NH:21][C:22](=[O:28])[O:23][C:24]([CH3:27])([CH3:26])[CH3:25])=[CH:17][CH:16]=1.Cl[CH2:30][CH2:31][CH2:32][C:33](=[O:35])[CH3:34]. The catalyst is C(OCC)C. The product is [Cl:14][C:15]1[N:20]=[CH:19][C:18]([NH:21][C:22](=[O:28])[O:23][C:24]([CH3:25])([CH3:27])[CH3:26])=[C:17]([C:33]2([CH3:34])[CH2:32][CH2:31][CH2:30][O:35]2)[CH:16]=1. The yield is 0.0700. (2) The reactants are Br[C:2]1[CH:20]=[CH:19][C:5]([O:6][CH2:7][CH:8]2[CH2:13][CH2:12][N:11]([CH2:14][C:15]([F:18])([CH3:17])[CH3:16])[CH2:10][CH2:9]2)=[CH:4][C:3]=1[F:21].[CH3:22][O:23][C:24]([C:26]1[CH:31]=[CH:30][C:29](B(O)O)=[CH:28][CH:27]=1)=[O:25].C([O-])([O-])=O.[Cs+].[Cs+]. The catalyst is C1C=CC(P(C2C=CC=CC=2)[C-]2C=CC=C2)=CC=1.C1C=CC(P(C2C=CC=CC=2)[C-]2C=CC=C2)=CC=1.Cl[Pd]Cl.[Fe+2].O. The product is [F:21][C:3]1[CH:4]=[C:5]([O:6][CH2:7][CH:8]2[CH2:13][CH2:12][N:11]([CH2:14][C:15]([F:18])([CH3:17])[CH3:16])[CH2:10][CH2:9]2)[CH:19]=[CH:20][C:2]=1[C:29]1[CH:30]=[CH:31][C:26]([C:24]([O:23][CH3:22])=[O:25])=[CH:27][CH:28]=1. The yield is 0.360. (3) The reactants are [CH:1]1([C:7]2[C:8]3[CH:33]=[CH:32][C:31]([C:34]([O:36]C)=[O:35])=[CH:30][C:9]=3[N:10]3[C:16]=2[C:15]2[CH:17]=[CH:18][CH:19]=[C:20]([O:21][CH2:22][CH2:23][N:24]4[CH2:29][CH2:28][CH2:27][CH2:26][CH2:25]4)[C:14]=2[O:13][CH2:12][CH2:11]3)[CH2:6][CH2:5][CH2:4][CH2:3][CH2:2]1.[OH-].[Na+].[ClH:40]. The catalyst is O1CCCC1.CO. The product is [ClH:40].[CH:1]1([C:7]2[C:8]3[CH:33]=[CH:32][C:31]([C:34]([OH:36])=[O:35])=[CH:30][C:9]=3[N:10]3[C:16]=2[C:15]2[CH:17]=[CH:18][CH:19]=[C:20]([O:21][CH2:22][CH2:23][N:24]4[CH2:29][CH2:28][CH2:27][CH2:26][CH2:25]4)[C:14]=2[O:13][CH2:12][CH2:11]3)[CH2:2][CH2:3][CH2:4][CH2:5][CH2:6]1. The yield is 0.640. (4) The reactants are C(S[C:9]1[CH:18]=[C:17]2[C:12]([C:13]([Br:20])=[CH:14][NH:15][C:16]2=[O:19])=[CH:11][CH:10]=1)C1C=CC=CC=1.C(Cl)Cl.C(O)(=O)C.[S:28]([Cl:32])(Cl)(=[O:30])=[O:29]. The catalyst is C(OCC)(=O)C.O. The product is [Br:20][C:13]1[C:12]2[C:17](=[CH:18][C:9]([S:28]([Cl:32])(=[O:30])=[O:29])=[CH:10][CH:11]=2)[C:16](=[O:19])[NH:15][CH:14]=1. The yield is 0.649. (5) The reactants are [Br:1][C:2]1[CH:3]=[C:4]([CH:21]=[C:22]([C:24]([F:27])([F:26])[F:25])[CH:23]=1)[C:5]([N:7]([CH2:9][C@H:10]([C:14]1[CH:19]=[CH:18][C:17]([F:20])=[CH:16][CH:15]=1)[CH2:11][CH:12]=O)[CH3:8])=[O:6].[NH:28]1[CH2:31][CH:30]([N:32]2[CH2:37][CH2:36][CH:35]([C:38]([N:40]3[CH2:43][CH2:42][CH2:41]3)=[O:39])[CH2:34][CH2:33]2)[CH2:29]1.CCN(C(C)C)C(C)C.C(O[BH-](OC(=O)C)OC(=O)C)(=O)C.[Na+]. The catalyst is C(Cl)Cl.CO. The product is [N:40]1([C:38]([CH:35]2[CH2:36][CH2:37][N:32]([CH:30]3[CH2:29][N:28]([CH2:12][CH2:11][C@@H:10]([C:14]4[CH:15]=[CH:16][C:17]([F:20])=[CH:18][CH:19]=4)[CH2:9][N:7]([CH3:8])[C:5](=[O:6])[C:4]4[CH:21]=[C:22]([C:24]([F:26])([F:27])[F:25])[CH:23]=[C:2]([Br:1])[CH:3]=4)[CH2:31]3)[CH2:33][CH2:34]2)=[O:39])[CH2:41][CH2:42][CH2:43]1. The yield is 0.590. (6) The reactants are Br[C:2]1[CH:7]=[CH:6][C:5]([C:8](=[C:16]2[CH2:21][C:20]([CH3:23])([CH3:22])[CH2:19][C:18]([CH3:25])([CH3:24])[CH2:17]2)[C:9]2[CH:14]=[CH:13][C:12]([OH:15])=[CH:11][CH:10]=2)=[CH:4][CH:3]=1.[C:26]([NH:29][C:30]1[CH:35]=[CH:34][C:33](B(O)O)=[CH:32][CH:31]=1)(=[O:28])[CH3:27].C([O-])([O-])=O.[Na+].[Na+].CCOC(C)=O. The catalyst is COCCOC.O.C1C=CC([P]([Pd]([P](C2C=CC=CC=2)(C2C=CC=CC=2)C2C=CC=CC=2)([P](C2C=CC=CC=2)(C2C=CC=CC=2)C2C=CC=CC=2)[P](C2C=CC=CC=2)(C2C=CC=CC=2)C2C=CC=CC=2)(C2C=CC=CC=2)C2C=CC=CC=2)=CC=1. The product is [OH:15][C:12]1[CH:11]=[CH:10][C:9]([C:8](=[C:16]2[CH2:17][C:18]([CH3:25])([CH3:24])[CH2:19][C:20]([CH3:23])([CH3:22])[CH2:21]2)[C:5]2[CH:4]=[CH:3][C:2]([C:33]3[CH:34]=[CH:35][C:30]([NH:29][C:26](=[O:28])[CH3:27])=[CH:31][CH:32]=3)=[CH:7][CH:6]=2)=[CH:14][CH:13]=1. The yield is 0.410.